From a dataset of Retrosynthesis with 50K atom-mapped reactions and 10 reaction types from USPTO. Predict the reactants needed to synthesize the given product. (1) Given the product c1cc(C2CCNCC2)c2c(cnc3[nH]ccc32)n1, predict the reactants needed to synthesize it. The reactants are: CC(C)(C)OC(=O)N1CCC(c2ccnc3cnc4[nH]ccc4c23)CC1. (2) Given the product Nc1cc2c(cc1[N+](=O)[O-])OCC2, predict the reactants needed to synthesize it. The reactants are: CC(=O)Nc1cc2c(cc1[N+](=O)[O-])OCC2. (3) Given the product COC(=O)c1c(CN(CC#N)S(=O)(=O)c2ccc(C)cc2)n(S(=O)(=O)c2ccccc2)c2ncccc12, predict the reactants needed to synthesize it. The reactants are: COC(=O)c1c(CBr)n(S(=O)(=O)c2ccccc2)c2ncccc12.Cc1ccc(S(=O)(=O)NCC#N)cc1. (4) Given the product COC(=O)CCc1cccc(OCCC(NC(=O)OCc2ccccc2)C(=O)OC(C)(C)C)c1, predict the reactants needed to synthesize it. The reactants are: CC(C)(C)OC(=O)[C@H](CCO)NC(=O)OCc1ccccc1.COC(=O)CCc1cccc(O)c1. (5) Given the product CC(c1ccccc1)N1CCNCC1=O, predict the reactants needed to synthesize it. The reactants are: CC(c1ccccc1)N1CCN(C(=O)OC(C)(C)C)CC1=O. (6) Given the product CCOC(=O)C1=C(c2ccccc2)c2ccc(OC)cc2C1=NO, predict the reactants needed to synthesize it. The reactants are: CCOC(=O)C1=C(c2ccccc2)c2ccc(OC)cc2C1=O.NO. (7) Given the product CCc1ccc(-c2cnc(N)cn2)c(F)c1Oc1nccc(N)n1, predict the reactants needed to synthesize it. The reactants are: CCc1ccc(-c2cnc(N)cn2)c(F)c1O.Nc1ccnc(Cl)n1. (8) Given the product COc1ccc(C2=NN(C3CCN(C(=O)[C@H](CCC(=O)OCc4ccccc4)NC(=O)OC(C)(C)C)CC3)C(=O)[C@@H]3CCCC[C@H]23)cc1OC, predict the reactants needed to synthesize it. The reactants are: CC(C)(C)OC(=O)N[C@@H](CCC(=O)OCc1ccccc1)C(=O)O.COc1ccc(C2=NN(C3CCNCC3)C(=O)[C@@H]3CCCC[C@H]23)cc1OC. (9) The reactants are: CC(=O)Cl.CC(C)(CCN)CC1NC(C(=O)NCC[C@H]2COC(C)(C)O2)C(c2cccc(Cl)c2F)C1(C#N)c1ccc(Cl)cc1F. Given the product CC(=O)NCCC(C)(C)CC1NC(C(=O)NCC[C@H]2COC(C)(C)O2)C(c2cccc(Cl)c2F)C1(C#N)c1ccc(Cl)cc1F, predict the reactants needed to synthesize it.